This data is from Catalyst prediction with 721,799 reactions and 888 catalyst types from USPTO. The task is: Predict which catalyst facilitates the given reaction. (1) Reactant: C(OC(=O)[NH:7][C:8]1[N:9]([C:23]2[CH:24]=[C:25]([C:29]3[CH:34]=[CH:33][CH:32]=[CH:31][CH:30]=3)[CH:26]=[CH:27][CH:28]=2)[CH:10]=[C:11]([O:15][CH2:16][C:17]2[CH:22]=[CH:21][CH:20]=[CH:19][CH:18]=2)[C:12](=[O:14])[CH:13]=1)(C)(C)C. Product: [NH2:7][C:8]1[N:9]([C:23]2[CH:24]=[C:25]([C:29]3[CH:34]=[CH:33][CH:32]=[CH:31][CH:30]=3)[CH:26]=[CH:27][CH:28]=2)[CH:10]=[C:11]([O:15][CH2:16][C:17]2[CH:18]=[CH:19][CH:20]=[CH:21][CH:22]=2)[C:12](=[O:14])[CH:13]=1. The catalyst class is: 137. (2) Reactant: Br[C:2]1[C:11]2[C:6](=[CH:7][C:8]([O:14][CH3:15])=[C:9]([O:12][CH3:13])[CH:10]=2)[N:5]=[N:4][CH:3]=1.[CH2:16]([O:23][C:24]1[CH:25]=[C:26]2[C:30](=[CH:31][CH:32]=1)[NH:29][N:28]=[CH:27]2)[C:17]1[CH:22]=[CH:21][CH:20]=[CH:19][CH:18]=1.CC(C)([O-])C.[Na+]. Product: [CH2:16]([O:23][C:24]1[CH:25]=[C:26]2[C:30](=[CH:31][CH:32]=1)[N:29]([C:2]1[C:11]3[C:6](=[CH:7][C:8]([O:14][CH3:15])=[C:9]([O:12][CH3:13])[CH:10]=3)[N:5]=[N:4][CH:3]=1)[N:28]=[CH:27]2)[C:17]1[CH:18]=[CH:19][CH:20]=[CH:21][CH:22]=1. The catalyst class is: 187. (3) Reactant: [C:1]([O:5][C:6]([N:8]1[CH2:12][CH2:11][CH:10]([NH2:13])[CH2:9]1)=[O:7])([CH3:4])([CH3:3])[CH3:2].C(N(CC)CC)C.[Cl:21][CH2:22][C:23](Cl)=[O:24]. Product: [C:1]([O:5][C:6]([N:8]1[CH2:12][CH2:11][CH:10]([NH:13][C:23](=[O:24])[CH2:22][Cl:21])[CH2:9]1)=[O:7])([CH3:4])([CH3:2])[CH3:3]. The catalyst class is: 2. (4) Product: [Br:5][C:6]1[CH:7]=[CH:8][C:9]([CH2:10][N:11]2[C:15]3[CH:16]=[C:17]([OH:20])[CH:18]=[CH:19][C:14]=3[N:13]=[C:12]2[CH2:22][C:23]([CH3:29])([CH3:30])[C:24]([O:26][CH2:27][CH3:28])=[O:25])=[CH:31][CH:32]=1. Reactant: B(Br)(Br)Br.[Br:5][C:6]1[CH:32]=[CH:31][C:9]([CH2:10][N:11]2[C:15]3[CH:16]=[C:17]([O:20]C)[CH:18]=[CH:19][C:14]=3[N:13]=[C:12]2[CH2:22][C:23]([CH3:30])([CH3:29])[C:24]([O:26][CH2:27][CH3:28])=[O:25])=[CH:8][CH:7]=1. The catalyst class is: 2.